Dataset: Catalyst prediction with 721,799 reactions and 888 catalyst types from USPTO. Task: Predict which catalyst facilitates the given reaction. Reactant: S(Cl)(Cl)=O.[CH3:5][O:6][C:7]1[CH:15]=[CH:14][C:10]([C:11]([OH:13])=O)=[CH:9][C:8]=1[C:16]1[CH:21]=[CH:20][CH:19]=[C:18]([O:22][CH3:23])[CH:17]=1.[H-].[Na+].[CH3:26][O:27][C:28]1[CH:53]=[CH:52][C:31]([CH2:32][NH:33][C:34]2[CH:43]=[CH:42][C:41]3[C:36](=[CH:37][CH:38]=[C:39]([O:44][CH2:45][C:46]4[CH:51]=[CH:50][CH:49]=[CH:48][CH:47]=4)[CH:40]=3)[CH:35]=2)=[CH:30][CH:29]=1. Product: [CH3:26][O:27][C:28]1[CH:29]=[CH:30][C:31]([CH2:32][N:33]([C:34]2[CH:43]=[CH:42][C:41]3[C:36](=[CH:37][CH:38]=[C:39]([O:44][CH2:45][C:46]4[CH:47]=[CH:48][CH:49]=[CH:50][CH:51]=4)[CH:40]=3)[CH:35]=2)[C:11](=[O:13])[C:10]2[CH:14]=[CH:15][C:7]([O:6][CH3:5])=[C:8]([C:16]3[CH:21]=[CH:20][CH:19]=[C:18]([O:22][CH3:23])[CH:17]=3)[CH:9]=2)=[CH:52][CH:53]=1. The catalyst class is: 1.